Dataset: Full USPTO retrosynthesis dataset with 1.9M reactions from patents (1976-2016). Task: Predict the reactants needed to synthesize the given product. (1) Given the product [CH2:11]([CH:12]1[C:8]2[C:3](=[CH:4][CH:5]=[CH:6][CH:7]=2)[CH2:2][CH2:1][NH:9]1)[CH3:10], predict the reactants needed to synthesize it. The reactants are: [CH2:1]([NH2:9])[CH2:2][C:3]1[CH:8]=[CH:7][CH:6]=[CH:5][CH:4]=1.[C:10](Cl)(=O)[CH2:11][CH3:12]. (2) Given the product [C:1]([C:3]1[C:8]([CH2:9][CH2:10][C:11]([O:13][C:14]([CH3:16])([CH3:15])[CH3:17])=[O:12])=[CH:7][CH:6]=[C:5]([C:18]2[S:23][C:22]3[CH:24]=[CH:25][CH:26]=[CH:27][C:21]=3[C:20](=[O:28])[N:19]=2)[N:4]=1)#[N:2], predict the reactants needed to synthesize it. The reactants are: [C:1]([C:3]1[C:8]([CH2:9][CH2:10][C:11]([O:13][C:14]([CH3:17])([CH3:16])[CH3:15])=[O:12])=[CH:7][CH:6]=[C:5]([C:18]#[N:19])[N:4]=1)#[N:2].[C:20](OC)(=[O:28])[C:21]1[C:22](=[CH:24][CH:25]=[CH:26][CH:27]=1)[SH:23].C(N(CC)CC)C. (3) Given the product [CH2:1]([O:3][C:4](=[O:37])[C:5]([O:8][C:9]1[CH:14]=[CH:13][C:12]([CH2:15][CH2:16][CH2:17][CH:18]2[CH2:22][N:21]([CH2:23][C:24]3[CH:29]=[CH:28][C:27]([C:30]([F:33])([F:32])[F:31])=[CH:26][CH:25]=3)[C:20](=[O:34])[N:19]2[CH3:35])=[CH:11][C:10]=1[CH2:38][CH2:39][CH2:40][CH3:41])([CH3:7])[CH3:6])[CH3:2], predict the reactants needed to synthesize it. The reactants are: [CH2:1]([O:3][C:4](=[O:37])[C:5]([O:8][C:9]1[CH:14]=[CH:13][C:12]([CH2:15][CH2:16][CH2:17][CH:18]2[CH2:22][N:21]([CH2:23][C:24]3[CH:29]=[CH:28][C:27]([C:30]([F:33])([F:32])[F:31])=[CH:26][CH:25]=3)[C:20](=[O:34])[N:19]2[CH3:35])=[CH:11][C:10]=1I)([CH3:7])[CH3:6])[CH3:2].[CH2:38](B(O)O)[CH2:39][CH2:40][CH3:41]. (4) Given the product [CH3:18][O:1][CH2:2][CH2:3][O:4][CH:5]([CH3:15])[CH2:6][NH:7][C:8](=[O:14])[O:9][C:10]([CH3:11])([CH3:13])[CH3:12], predict the reactants needed to synthesize it. The reactants are: [OH:1][CH2:2][CH2:3][O:4][CH:5]([CH3:15])[CH2:6][NH:7][C:8](=[O:14])[O:9][C:10]([CH3:13])([CH3:12])[CH3:11].[H-].[Na+].[CH3:18]I. (5) Given the product [Br:8][C:15]1[CH:14]=[C:13]2[C:18](=[CH:17][CH:16]=1)[NH:9][CH2:10][CH2:11][CH2:12]2, predict the reactants needed to synthesize it. The reactants are: C1C(=O)N([Br:8])C(=O)C1.[NH:9]1[C:18]2[C:13](=[CH:14][CH:15]=[CH:16][CH:17]=2)[CH2:12][CH2:11][CH2:10]1.C(OCC)(=O)C. (6) Given the product [CH3:8][C:9]1([CH3:35])[CH2:14][C:13](=[O:15])[N:12]([CH2:16][CH2:17][C:18]2[CH:19]=[CH:20][C:21]([O:24][C:25]([N:27]3[CH2:28][CH2:29][CH:30]([S:42][C:38]4[N:37]([CH3:36])[CH:41]=[CH:40][N:39]=4)[CH2:31][CH2:32]3)=[O:26])=[CH:22][CH:23]=2)[C:11](=[O:34])[CH2:10]1, predict the reactants needed to synthesize it. The reactants are: C(O)(C(F)(F)F)=O.[CH3:8][C:9]1([CH3:35])[CH2:14][C:13](=[O:15])[N:12]([CH2:16][CH2:17][C:18]2[CH:23]=[CH:22][C:21]([O:24][C:25]([N:27]3[CH2:32][CH2:31][CH:30](O)[CH2:29][CH2:28]3)=[O:26])=[CH:20][CH:19]=2)[C:11](=[O:34])[CH2:10]1.[CH3:36][N:37]1[CH:41]=[CH:40][N:39]=[C:38]1[SH:42]. (7) Given the product [CH2:1]([O:3][C:4]([C:5]1[CH:6]=[C:7]([C:9]2[CH:14]=[N:13][C:12]([CH3:15])=[CH:11][N:10]=2)[N:18]([C:20]2[CH:25]=[N:24][C:23]([CH3:26])=[CH:22][CH:21]=2)[N:19]=1)=[O:17])[CH3:2], predict the reactants needed to synthesize it. The reactants are: [CH2:1]([O:3][C:4](=[O:17])[C:5](=O)[CH2:6][C:7]([C:9]1[CH:14]=[N:13][C:12]([CH3:15])=[CH:11][N:10]=1)=O)[CH3:2].[NH:18]([C:20]1[CH:21]=[CH:22][C:23]([CH3:26])=[N:24][CH:25]=1)[NH2:19].Cl.C(=O)([O-])O.[Na+].